This data is from Peptide-MHC class I binding affinity with 185,985 pairs from IEDB/IMGT. The task is: Regression. Given a peptide amino acid sequence and an MHC pseudo amino acid sequence, predict their binding affinity value. This is MHC class I binding data. (1) The peptide sequence is KVKNEVNSF. The MHC is HLA-B07:02 with pseudo-sequence HLA-B07:02. The binding affinity (normalized) is 0. (2) The peptide sequence is AFEFINSLLK. The MHC is H-2-Ld with pseudo-sequence H-2-Ld. The binding affinity (normalized) is 0.